From a dataset of Forward reaction prediction with 1.9M reactions from USPTO patents (1976-2016). Predict the product of the given reaction. (1) Given the reactants [Cl:1][C:2]1[CH:23]=[CH:22][CH:21]=[CH:20][C:3]=1[O:4][CH2:5][C:6]1[CH:11]=[CH:10][N:9]=[C:8]([C:12]([NH:14][C:15]2[CH:16]=[N:17][NH:18][CH:19]=2)=[O:13])[CH:7]=1.[H-].[Na+].Br[CH2:27][CH2:28][CH2:29][CH2:30][F:31].C(OCC)(=O)C, predict the reaction product. The product is: [Cl:1][C:2]1[CH:23]=[CH:22][CH:21]=[CH:20][C:3]=1[O:4][CH2:5][C:6]1[CH:11]=[CH:10][N:9]=[C:8]([C:12]([NH:14][C:15]2[CH:19]=[N:18][N:17]([CH2:27][CH2:28][CH2:29][CH2:30][F:31])[CH:16]=2)=[O:13])[CH:7]=1. (2) Given the reactants C([O-])([O-])=O.[K+].[K+].Cl[CH2:8][CH2:9][S:10]([C:13]1[CH:18]=[CH:17][CH:16]=[C:15]([C:19]([F:22])([F:21])[F:20])[CH:14]=1)(=[O:12])=[O:11].[SH:23][C:24]1[C:33]([C:34]([NH:36][CH2:37][C:38]2[S:39][CH:40]=[CH:41][CH:42]=2)=[O:35])=[CH:32][C:31]2[C:26](=[CH:27][CH:28]=[CH:29][CH:30]=2)[N:25]=1.C(Cl)Cl, predict the reaction product. The product is: [S:39]1[CH:40]=[CH:41][CH:42]=[C:38]1[CH2:37][NH:36][C:34]([C:33]1[C:24]([S:23][CH2:8][CH2:9][S:10]([C:13]2[CH:18]=[CH:17][CH:16]=[C:15]([C:19]([F:22])([F:21])[F:20])[CH:14]=2)(=[O:12])=[O:11])=[N:25][C:26]2[C:31]([CH:32]=1)=[CH:30][CH:29]=[CH:28][CH:27]=2)=[O:35]. (3) Given the reactants BrC1C(N2CCN(C(NC3C=CC=CC=3)=O)CC2)=C2N=C(C3C=CC(N(C)C)=CC=3)NC2=NC=1.[Br:35][C:36]1[C:37]([N:46]2[CH2:51][CH2:50][N:49]([CH2:52][C:53]3[CH:54]=[N:55][CH:56]=[CH:57][CH:58]=3)[CH2:48][CH2:47]2)=[C:38]([N+:43]([O-])=O)[C:39]([NH2:42])=[N:40][CH:41]=1.[O-]S(S([O-])=O)=O.[Na+].[Na+].[CH3:67][N:68]1[CH2:73][CH2:72][N:71]([CH2:74][C:75]2[CH:76]=[C:77]([CH:80]=[CH:81][CH:82]=2)[CH:78]=O)[CH2:70][CH2:69]1, predict the reaction product. The product is: [Br:35][C:36]1[C:37]([N:46]2[CH2:51][CH2:50][N:49]([CH2:52][C:53]3[CH:54]=[N:55][CH:56]=[CH:57][CH:58]=3)[CH2:48][CH2:47]2)=[C:38]2[N:43]=[C:78]([C:77]3[CH:80]=[CH:81][CH:82]=[C:75]([CH2:74][N:71]4[CH2:72][CH2:73][N:68]([CH3:67])[CH2:69][CH2:70]4)[CH:76]=3)[NH:42][C:39]2=[N:40][CH:41]=1. (4) The product is: [CH3:29][C:28]([CH3:31])([CH3:30])[CH2:27][N:24]1[C:25](=[O:26])[C@H:12]([NH:11][C:47]([C:42]2[CH:43]=[C:44]3[C:39](=[CH:40][CH:41]=2)[CH2:38][C:37]2([C:36](=[O:50])[NH:35][C:34](=[O:51])[N:33]2[CH3:32])[CH2:46][CH2:45]3)=[O:48])[CH2:13][C:14]2[CH:22]=[CH:21][C:20]3[NH:19][N:18]=[CH:17][C:16]=3[C:15]=2[CH2:23]1. Given the reactants CS(O)(=O)=O.CS(O)(=O)=O.[NH2:11][C@H:12]1[C:25](=[O:26])[N:24]([CH2:27][C:28]([CH3:31])([CH3:30])[CH3:29])[CH2:23][C:15]2[C:16]3[CH:17]=[N:18][NH:19][C:20]=3[CH:21]=[CH:22][C:14]=2[CH2:13]1.[CH3:32][N:33]1[C:37]2([CH2:46][CH2:45][C:44]3[C:39](=[CH:40][CH:41]=[C:42]([C:47](O)=[O:48])[CH:43]=3)[CH2:38]2)[C:36](=[O:50])[NH:35][C:34]1=[O:51].C1C=CC2N(O)N=NC=2C=1.C(Cl)CCl, predict the reaction product. (5) Given the reactants [CH:1]1([N:5]2[CH2:10][CH2:9][CH:8]([O:11][C:12]3[CH:17]=[CH:16][C:15]([C:18]4([C:24]#[N:25])[CH2:23][CH2:22][O:21][CH2:20][CH2:19]4)=[CH:14][CH:13]=3)[CH2:7][CH2:6]2)[CH2:4][CH2:3][CH2:2]1.P([O-])(OCC)(SCC)=[S:27], predict the reaction product. The product is: [CH:1]1([N:5]2[CH2:10][CH2:9][CH:8]([O:11][C:12]3[CH:17]=[CH:16][C:15]([C:18]4([C:24](=[S:27])[NH2:25])[CH2:19][CH2:20][O:21][CH2:22][CH2:23]4)=[CH:14][CH:13]=3)[CH2:7][CH2:6]2)[CH2:4][CH2:3][CH2:2]1. (6) Given the reactants [Si]([O:8][CH2:9][C@@H:10]([NH:15][C:16]([C:18]1[N:19]=[C:20]([N:23]2[CH2:26][CH:25]([S:27][C:28]3[C@H:29]([CH3:52])[C@@H:30]4[C@@H:47]([C@H:48]([OH:50])[CH3:49])[C:46](=[O:51])[N:31]4[C:32]=3[C:33]([O:35][CH2:36][C:37]3[CH:42]=[CH:41][C:40]([N+:43]([O-:45])=[O:44])=[CH:39][CH:38]=3)=[O:34])[CH2:24]2)[S:21][CH:22]=1)=[O:17])[C@@H:11]([CH3:14])[CH2:12][CH3:13])(C(C)(C)C)(C)C.C(O)(=O)C.[F-].C([N+](CCCC)(CCCC)CCCC)CCC.C(OCC)(=O)C, predict the reaction product. The product is: [OH:8][CH2:9][C@@H:10]([NH:15][C:16]([C:18]1[N:19]=[C:20]([N:23]2[CH2:24][CH:25]([S:27][C:28]3[C@H:29]([CH3:52])[C@@H:30]4[C@@H:47]([C@H:48]([OH:50])[CH3:49])[C:46](=[O:51])[N:31]4[C:32]=3[C:33]([O:35][CH2:36][C:37]3[CH:38]=[CH:39][C:40]([N+:43]([O-:45])=[O:44])=[CH:41][CH:42]=3)=[O:34])[CH2:26]2)[S:21][CH:22]=1)=[O:17])[C@@H:11]([CH3:14])[CH2:12][CH3:13]. (7) The product is: [CH3:27][O:28][C:29]1[CH:30]=[C:31]([CH:34]=[CH:35][C:36]=1[O:37][CH3:38])[CH2:32][C:21]1[CH:22]=[CH:23][CH:24]=[CH:25][C:20]=1[OH:19]. Given the reactants CCCCCC.C([Li])CCC.C([O:19][C:20]1[CH:25]=[CH:24][CH:23]=[CH:22][C:21]=1Br)C1C=CC=CC=1.[CH3:27][O:28][C:29]1[CH:30]=[C:31]([CH:34]=[CH:35][C:36]=1[O:37][CH3:38])[CH:32]=O.[Cl-].[NH4+].Cl, predict the reaction product. (8) Given the reactants [CH3:1][S:2]([O:5][CH2:6][C:7]1[N:8]([CH2:17][CH2:18]S(CC)(=O)=O)[C:9]2[C:14]([CH:15]=1)=[CH:13][C:12]([Cl:16])=[CH:11][CH:10]=2)(=[O:4])=[O:3].ClC1C=C2C(=CC=1)N(CC[CH2:36][S:37]([CH3:39])=[O:38])C(CO)=C2, predict the reaction product. The product is: [CH3:1][S:2]([O:5][CH2:6][C:7]1[N:8]([CH2:17][CH2:18][CH2:36][S:37]([CH3:39])=[O:38])[C:9]2[C:14]([CH:15]=1)=[CH:13][C:12]([Cl:16])=[CH:11][CH:10]=2)(=[O:3])=[O:4]. (9) The product is: [CH2:1]([O:5][CH2:6][CH2:7][O:8][C:9]1[CH:10]=[CH:11][C:12]([C:15]2[CH:16]=[CH:17][C:18]3[N:24]([CH2:25][CH:26]([CH3:27])[CH3:28])[CH2:23][CH2:22][C:21]([C:29]([NH:31][C:32]4[CH:33]=[CH:34][C:35]([S:38]([CH2:39][C:40]5[N:41]([CH:45]([CH2:47][CH3:48])[CH3:46])[CH:42]=[CH:43][N:44]=5)=[O:58])=[CH:36][CH:37]=4)=[O:30])=[CH:20][C:19]=3[CH:49]=2)=[CH:13][CH:14]=1)[CH2:2][CH2:3][CH3:4]. Given the reactants [CH2:1]([O:5][CH2:6][CH2:7][O:8][C:9]1[CH:14]=[CH:13][C:12]([C:15]2[CH:16]=[CH:17][C:18]3[N:24]([CH2:25][CH:26]([CH3:28])[CH3:27])[CH2:23][CH2:22][C:21]([C:29]([NH:31][C:32]4[CH:37]=[CH:36][C:35]([S:38][CH2:39][C:40]5[N:41]([CH:45]([CH2:47][CH3:48])[CH3:46])[CH:42]=[CH:43][N:44]=5)=[CH:34][CH:33]=4)=[O:30])=[CH:20][C:19]=3[CH:49]=2)=[CH:11][CH:10]=1)[CH2:2][CH2:3][CH3:4].ClC1C=CC=C(C(OO)=[O:58])C=1.S([O-])([O-])(=O)=S.[Na+].[Na+], predict the reaction product. (10) The product is: [CH3:1][O:2][C:3](=[O:16])[C:4]([C:7]1[CH:8]=[CH:9][C:10]([CH2:13][CH2:14][O:15][S:25]([CH3:24])(=[O:27])=[O:26])=[CH:11][CH:12]=1)([CH3:6])[CH3:5]. Given the reactants [CH3:1][O:2][C:3](=[O:16])[C:4]([C:7]1[CH:12]=[CH:11][C:10]([CH2:13][CH2:14][OH:15])=[CH:9][CH:8]=1)([CH3:6])[CH3:5].C(N(CC)CC)C.[CH3:24][S:25](Cl)(=[O:27])=[O:26].ClCCl, predict the reaction product.